This data is from Reaction yield outcomes from USPTO patents with 853,638 reactions. The task is: Predict the reaction yield, written as a fraction of the theoretical maximum amount of product (1.0 means a 100% yield; for example, 0.34 means a 34% yield). (1) The yield is 0.315. The reactants are C[CH2:2][N:3](C(C)C)C(C)C.[C:10]1([C:16]2[NH:20][N:19]=[C:18]([C:21]([NH:23][CH2:24][C:25]([N:27]3[CH2:32][CH2:31][CH:30]([O:33][C:34]4[CH:42]=[CH:41][CH:40]=[CH:39][C:35]=4[C:36]([OH:38])=O)[CH2:29][CH2:28]3)=[O:26])=[O:22])[CH:17]=2)[CH:15]=[CH:14][CH:13]=[CH:12][CH:11]=1.C1C=CC2N(O)N=NC=2C=1.CCN=C=NCCCN(C)C.Cl.Cl.CN. The catalyst is CN(C=O)C.O. The product is [CH3:2][NH:3][C:36]([C:35]1[CH:39]=[CH:40][CH:41]=[CH:42][C:34]=1[O:33][CH:30]1[CH2:31][CH2:32][N:27]([C:25](=[O:26])[CH2:24][NH:23][C:21]([C:18]2[CH:17]=[C:16]([C:10]3[CH:15]=[CH:14][CH:13]=[CH:12][CH:11]=3)[NH:20][N:19]=2)=[O:22])[CH2:28][CH2:29]1)=[O:38]. (2) The reactants are [CH3:1][CH:2]1[C:10]2[C:9](O)=[N:8][CH:7]=[N:6][C:5]=2[CH2:4][O:3]1.O=P(Cl)(Cl)[Cl:14]. The catalyst is C(#N)C. The product is [Cl:14][C:9]1[C:10]2[CH:2]([CH3:1])[O:3][CH2:4][C:5]=2[N:6]=[CH:7][N:8]=1. The yield is 0.960. (3) The reactants are [CH2:1]([O:8][C:9]1[CH:24]=[C:23]([NH:25][CH2:26][C:27]2[CH:32]=[CH:31][C:30]([CH:33]3[CH2:38][CH2:37][CH2:36][CH2:35][CH2:34]3)=[CH:29][CH:28]=2)[CH:22]=[CH:21][C:10]=1[C:11]([O:13][CH2:14][C:15]1[CH:20]=[CH:19][CH:18]=[CH:17][CH:16]=1)=[O:12])[C:2]1[CH:7]=[CH:6][CH:5]=[CH:4][CH:3]=1.[CH3:39][N:40]([CH2:51][C:52](O)=[O:53])[S:41]([C:44]1[CH:49]=[CH:48][C:47]([CH3:50])=[CH:46][CH:45]=1)(=[O:43])=[O:42]. No catalyst specified. The product is [CH2:1]([O:8][C:9]1[CH:24]=[C:23]([N:25]([CH2:26][C:27]2[CH:28]=[CH:29][C:30]([CH:33]3[CH2:38][CH2:37][CH2:36][CH2:35][CH2:34]3)=[CH:31][CH:32]=2)[C:52](=[O:53])[CH2:51][N:40]([CH3:39])[S:41]([C:44]2[CH:49]=[CH:48][C:47]([CH3:50])=[CH:46][CH:45]=2)(=[O:43])=[O:42])[CH:22]=[CH:21][C:10]=1[C:11]([O:13][CH2:14][C:15]1[CH:20]=[CH:19][CH:18]=[CH:17][CH:16]=1)=[O:12])[C:2]1[CH:3]=[CH:4][CH:5]=[CH:6][CH:7]=1. The yield is 0.860. (4) The reactants are [OH:1][C:2]1[CH:11]=[C:10]2[C:5]([C:6]([CH3:21])=[C:7]([C:13]3[CH:18]=[CH:17][C:16]([O:19][CH3:20])=[CH:15][CH:14]=3)[C:8](=[O:12])[O:9]2)=[CH:4][CH:3]=1.[I-].C[N+]1C=CN([C:29]([N:31]2[CH2:36][CH2:35][O:34][CH2:33][CH2:32]2)=[O:30])C=1. No catalyst specified. The product is [CH3:20][O:19][C:16]1[CH:17]=[CH:18][C:13]([C:7]2[C:8](=[O:12])[O:9][C:10]3[C:5]([C:6]=2[CH3:21])=[CH:4][CH:3]=[C:2]([O:1][C:29]([N:31]2[CH2:36][CH2:35][O:34][CH2:33][CH2:32]2)=[O:30])[CH:11]=3)=[CH:14][CH:15]=1. The yield is 0.610. (5) The reactants are [CH2:1]([O:8][C:9]1[CH:14]=[CH:13][C:12]([NH:15][C:16]2[C:25]3[C:20](=[CH:21][C:22]([F:36])=[C:23]([C:26]4[O:27][C:28]([CH:31]5OCC[O:32]5)=[CH:29][CH:30]=4)[CH:24]=3)[N:19]=[CH:18][N:17]=2)=[CH:11][CH:10]=1)[C:2]1[CH:7]=[CH:6][CH:5]=[CH:4][CH:3]=1.[ClH:37]. The catalyst is C1COCC1. The product is [ClH:37].[CH2:1]([O:8][C:9]1[CH:10]=[CH:11][C:12]([NH:15][C:16]2[C:25]3[C:20](=[CH:21][C:22]([F:36])=[C:23]([C:26]4[O:27][C:28]([CH:31]=[O:32])=[CH:29][CH:30]=4)[CH:24]=3)[N:19]=[CH:18][N:17]=2)=[CH:13][CH:14]=1)[C:2]1[CH:7]=[CH:6][CH:5]=[CH:4][CH:3]=1. The yield is 0.610.